Dataset: Reaction yield outcomes from USPTO patents with 853,638 reactions. Task: Predict the reaction yield, written as a fraction of the theoretical maximum amount of product (1.0 means a 100% yield; for example, 0.34 means a 34% yield). (1) The reactants are [Cl:1][C:2]1[N:3]=[C:4]([C:9]([NH:11][C:12]2[CH:17]=[CH:16][C:15]([C:18]3[O:19][C:20]([CH3:27])=[C:21]([C:23]([O:25]C)=[O:24])[N:22]=3)=[CH:14][CH:13]=2)=[O:10])[NH:5][C:6]=1[CH2:7][CH3:8].[OH-].[Li+].CO. The catalyst is O1CCCC1. The product is [Cl:1][C:2]1[N:3]=[C:4]([C:9]([NH:11][C:12]2[CH:17]=[CH:16][C:15]([C:18]3[O:19][C:20]([CH3:27])=[C:21]([C:23]([OH:25])=[O:24])[N:22]=3)=[CH:14][CH:13]=2)=[O:10])[NH:5][C:6]=1[CH2:7][CH3:8]. The yield is 0.790. (2) The reactants are [F:1][C:2]1[CH:7]=[CH:6][C:5]([CH2:8][CH2:9][CH2:10][NH:11][C@H:12]2[CH2:17][CH2:16][C@H:15]([C:18]3[CH:27]=[CH:26][C:21]4[NH:22][C:23](=[O:25])[O:24][C:20]=4[CH:19]=3)[CH2:14][CH2:13]2)=[CH:4][CH:3]=1.C([O-])([O-])=O.[K+].[K+].Cl.FC1C=CC(CCCN[C@H]2CC[C@H:49]([C:52]3[CH:61]=CC4NC(=O)[O:58][C:54]=4[CH:53]=3)CC2)=CC=1.O1C=CC(C=O)=C1.[BH-](OC(C)=O)(OC(C)=O)OC(C)=O.[Na+].[OH-].[Na+]. The catalyst is C1COCC1.CO. The product is [F:1][C:2]1[CH:7]=[CH:6][C:5]([CH2:8][CH2:9][CH2:10][N:11]([CH2:49][C:52]2[CH:53]=[CH:54][O:58][CH:61]=2)[C@H:12]2[CH2:17][CH2:16][C@H:15]([C:18]3[CH:27]=[CH:26][C:21]4[NH:22][C:23](=[O:25])[O:24][C:20]=4[CH:19]=3)[CH2:14][CH2:13]2)=[CH:4][CH:3]=1. The yield is 0.460. (3) The reactants are [C:1]([O:5][C:6]([N:8]1[CH2:13][CH:12]=[C:11]([N:14]([C:24](=[O:34])[C:25]2[CH:30]=[C:29]([Cl:31])[CH:28]=[C:27]([Cl:32])[C:26]=2I)[CH2:15][C:16]2[CH:21]=[CH:20][C:19]([O:22][CH3:23])=[CH:18][CH:17]=2)[CH2:10][CH2:9]1)=[O:7])([CH3:4])([CH3:3])[CH3:2].C1C=CC(P(C2C=CC=CC=2)C2C=CC=CC=2)=CC=1.C([O-])([O-])=O.[K+].[K+]. The catalyst is C(#N)C.[N+](CCCC)(CCCC)(CCCC)CCCC.[Br-].CC([O-])=O.CC([O-])=O.[Pd+2]. The product is [Cl:32][C:27]1[CH:26]=[C:25]2[C:30](=[C:29]([Cl:31])[CH:28]=1)[C:11]1([CH:12]=[CH:13][N:8]([C:6]([O:5][C:1]([CH3:4])([CH3:3])[CH3:2])=[O:7])[CH2:9][CH2:10]1)[N:14]([CH2:15][C:16]1[CH:21]=[CH:20][C:19]([O:22][CH3:23])=[CH:18][CH:17]=1)[C:24]2=[O:34]. The yield is 0.480. (4) The reactants are [OH:1][C:2]1[CH:7]=[C:6]([CH3:8])[C:5](O)=[C:4]([CH3:10])[CH:3]=1.CN([CH:14]=[O:15])C.C([O-])([O-])=O.[Cs+].[Cs+].[C:22]([O:26][C:27](=[O:30])[CH2:28]Cl)([CH3:25])([CH3:24])[CH3:23]. The catalyst is O. The product is [CH:14]([C:5]1[C:6]([CH3:8])=[CH:7][C:2]([O:1][CH2:28][C:27]([O:26][C:22]([CH3:25])([CH3:24])[CH3:23])=[O:30])=[CH:3][C:4]=1[CH3:10])=[O:15]. The yield is 0.890. (5) The reactants are [C:1]([N:5]1[C:9]2[N:10]=[C:11]([NH:14][C:15](=[O:23])[C:16]3[CH:21]=[CH:20][C:19]([CH3:22])=[CH:18][CH:17]=3)[N:12]=[CH:13][C:8]=2[C:7](I)=[CH:6]1)([CH3:4])([CH3:3])[CH3:2].[CH2:25]([NH2:27])[CH3:26].C1C[O:31][CH2:30]C1. The catalyst is CN(C=O)C.CCOC(C)=O.Cl[Pd](Cl)([P](C1C=CC=CC=1)(C1C=CC=CC=1)C1C=CC=CC=1)[P](C1C=CC=CC=1)(C1C=CC=CC=1)C1C=CC=CC=1. The product is [CH2:25]([NH:27][C:30]([C:7]1[C:8]2[CH:13]=[N:12][C:11]([NH:14][C:15](=[O:23])[C:16]3[CH:21]=[CH:20][C:19]([CH3:22])=[CH:18][CH:17]=3)=[N:10][C:9]=2[N:5]([C:1]([CH3:4])([CH3:3])[CH3:2])[CH:6]=1)=[O:31])[CH3:26]. The yield is 0.610. (6) The product is [Br:11][C:8]1[CH:9]=[CH:10][C:5]([C:3]2[N:17]=[C:16]([C:13]([CH3:15])([CH3:14])[CH3:12])[NH:18][CH:2]=2)=[CH:6][CH:7]=1. The reactants are Br[CH2:2][C:3]([C:5]1[CH:10]=[CH:9][C:8]([Br:11])=[CH:7][CH:6]=1)=O.[CH3:12][C:13]([C:16]([NH2:18])=[NH:17])([CH3:15])[CH3:14].Cl.C([O-])([O-])=O.[K+].[K+]. The yield is 0.810. The catalyst is CN(C)C=O. (7) The reactants are [Cl:1][C:2]1[CH:10]=[C:9]([C:11](=[O:21])[CH2:12][CH2:13][C:14]2[CH:19]=[CH:18][CH:17]=[C:16]([OH:20])[CH:15]=2)[CH:8]=[CH:7][C:3]=1[C:4]([OH:6])=O.Cl.[CH3:23][O:24][C:25](=[O:37])[C@H:26]([CH2:28][NH:29][C:30]([C:32]1[S:33][CH:34]=[CH:35][CH:36]=1)=[O:31])[NH2:27].CN(C(ON1N=NC2C=CC=CC1=2)=[N+](C)C)C.F[P-](F)(F)(F)(F)F.C1C=CC2N(O)N=NC=2C=1.C(N(C(C)C)CC)(C)C. The catalyst is CN(C)C=O. The product is [Cl:1][C:2]1[CH:10]=[C:9]([CH:11]([OH:21])[CH2:12][CH2:13][C:14]2[CH:19]=[CH:18][CH:17]=[C:16]([OH:20])[CH:15]=2)[CH:8]=[CH:7][C:3]=1[C:4]([NH:27][C@H:26]([C:25]([O:24][CH3:23])=[O:37])[CH2:28][NH:29][C:30]([C:32]1[S:33][CH:34]=[CH:35][CH:36]=1)=[O:31])=[O:6]. The yield is 0.980.